From a dataset of Catalyst prediction with 721,799 reactions and 888 catalyst types from USPTO. Predict which catalyst facilitates the given reaction. Reactant: [F:1][C:2]1[CH:3]=[C:4]([S:8]([CH2:11][CH:12]2[CH2:17][CH2:16][N:15]([C:18]([O:20][C:21]([CH3:24])([CH3:23])[CH3:22])=[O:19])[CH2:14][CH2:13]2)(=[O:10])=[O:9])[CH:5]=[CH:6][CH:7]=1.[Li]CCCC.Cl[CH2:31][CH:32]1[CH2:34][O:33]1.C(#N)C. Product: [F:1][C:2]1[CH:3]=[C:4]([S:8]([C:11]2([CH:12]3[CH2:13][CH2:14][N:15]([C:18]([O:20][C:21]([CH3:24])([CH3:23])[CH3:22])=[O:19])[CH2:16][CH2:17]3)[CH2:34][CH:32]([OH:33])[CH2:31]2)(=[O:10])=[O:9])[CH:5]=[CH:6][CH:7]=1. The catalyst class is: 1.